From a dataset of Catalyst prediction with 721,799 reactions and 888 catalyst types from USPTO. Predict which catalyst facilitates the given reaction. Reactant: [C@H:1]1([NH:11][C:12]([C@@H:14]2[CH:18]=[C:17](OS(C(F)(F)F)(=O)=O)[CH2:16]N2C(OCC2C=CC=CC=2)=O)=[O:13])[C:10]2[C:5](=[CH:6][CH:7]=[CH:8][CH:9]=2)[CH2:4][CH2:3][CH2:2]1.[C@H:37]1([NH:47][C:48]([C@@H:50]2[CH2:59][C:58]3[C:53](=[CH:54][C:55](B4OC(C)(C)C(C)(C)O4)=[CH:56][CH:57]=3)[CH2:52][N:51]2[C:69]([O:71][C:72]([CH3:75])([CH3:74])[CH3:73])=[O:70])=[O:49])[C:46]2[C:41](=CC=CC=2)[CH2:40][CH2:39][CH2:38]1.[C:76]([O-:79])([O-])=[O:77].[Na+].[Na+].[NH4+:82].[Cl-]. Product: [CH2:6]([O:79][C:76]([N:82]1[C@H:14]([C:12](=[O:13])[NH:11][C@H:1]2[C:10]3[C:5](=[CH:6][CH:7]=[CH:8][CH:9]=3)[CH2:4][CH2:3][CH2:2]2)[CH:18]=[C:17]([C:57]2[CH:58]=[C:53]3[C:54]([CH2:59][C@@H:50]([C:48](=[O:49])[NH:47][C@H:37]4[C:46]5[C:41](=[CH:17][CH:18]=[CH:14][CH:12]=5)[CH2:40][CH2:39][CH2:38]4)[N:51]([C:69]([O:71][C:72]([CH3:73])([CH3:74])[CH3:75])=[O:70])[CH2:52]3)=[CH:55][CH:56]=2)[CH2:16]1)=[O:77])[C:5]1[CH:4]=[CH:3][CH:2]=[CH:1][CH:10]=1. The catalyst class is: 77.